This data is from Full USPTO retrosynthesis dataset with 1.9M reactions from patents (1976-2016). The task is: Predict the reactants needed to synthesize the given product. Given the product [CH3:32][C:21]([O:33][C:34](=[O:35])[NH:10][C@H:9]1[CH2:8][NH:7][C:6]1=[O:5])([CH3:20])[CH2:22][CH2:23][CH2:24][CH2:25][C:26]1[CH:27]=[CH:28][CH:29]=[CH:30][CH:31]=1, predict the reactants needed to synthesize it. The reactants are: C([O-])(=O)C.[O:5]=[C:6]1[C@@H:9]([NH3+:10])[CH2:8][NH:7]1.CCN(C(C)C)C(C)C.[CH3:20][C:21]([O:33][C:34](N1C=CC=CC1=O)=[O:35])([CH3:32])[CH2:22][CH2:23][CH2:24][CH2:25][C:26]1[CH:31]=[CH:30][CH:29]=[CH:28][CH:27]=1.